Dataset: Reaction yield outcomes from USPTO patents with 853,638 reactions. Task: Predict the reaction yield, written as a fraction of the theoretical maximum amount of product (1.0 means a 100% yield; for example, 0.34 means a 34% yield). The reactants are [Cl-].O[NH3+:3].[C:4](=[O:7])([O-])[OH:5].[Na+].CS(C)=O.[CH2:13]([C:17]1[N:18]=[C:19]([CH3:55])[N:20]([CH2:39][CH:40]([O:47][Si](C(C)(C)C)(C)C)[C:41]2[CH:46]=[CH:45][CH:44]=[CH:43][CH:42]=2)[C:21](=[O:38])[C:22]=1[CH2:23][C:24]1[CH:29]=[CH:28][C:27]([C:30]2[C:31]([C:36]#[N:37])=[CH:32][CH:33]=[CH:34][CH:35]=2)=[CH:26][CH:25]=1)[CH2:14][CH2:15][CH3:16]. The catalyst is C(OCC)(=O)C. The product is [CH2:13]([C:17]1[N:18]=[C:19]([CH3:55])[N:20]([CH2:39][CH:40]([OH:47])[C:41]2[CH:42]=[CH:43][CH:44]=[CH:45][CH:46]=2)[C:21](=[O:38])[C:22]=1[CH2:23][C:24]1[CH:29]=[CH:28][C:27]([C:30]2[CH:35]=[CH:34][CH:33]=[CH:32][C:31]=2[C:36]2[NH:37][C:4](=[O:7])[O:5][N:3]=2)=[CH:26][CH:25]=1)[CH2:14][CH2:15][CH3:16]. The yield is 0.560.